This data is from Reaction yield outcomes from USPTO patents with 853,638 reactions. The task is: Predict the reaction yield, written as a fraction of the theoretical maximum amount of product (1.0 means a 100% yield; for example, 0.34 means a 34% yield). The reactants are [NH2:1][C:2]1[CH:7]=[CH:6][CH:5]=[CH:4][N:3]=1.[F:8][C:9]([F:16])([F:15])[C:10]([O:12]CC)=O.FC(F)(F)C(OC(=O)C(F)(F)F)=O.[Cl:30][C:31]1[CH:36]=[CH:35][C:34]([CH2:37]Cl)=[CH:33][N:32]=1.C(=O)([O-])[O-].[K+].[K+]. The catalyst is CN(C)C=O.C1(C)C=CC=CC=1. The product is [Cl:30][C:31]1[N:32]=[CH:33][C:34]([CH2:37][N:3]2[CH:4]=[CH:5][CH:6]=[CH:7][C:2]2=[N:1][C:10](=[O:12])[C:9]([F:8])([F:15])[F:16])=[CH:35][CH:36]=1. The yield is 0.720.